Predict the reaction yield, written as a fraction of the theoretical maximum amount of product (1.0 means a 100% yield; for example, 0.34 means a 34% yield). From a dataset of Reaction yield outcomes from USPTO patents with 853,638 reactions. (1) The reactants are [OH:1][NH:2][C:3](=[O:17])[C@@H:4]([NH:9]C(=O)OC(C)(C)C)[CH2:5][CH2:6][S:7][CH3:8].[ClH:18].O1CCOCC1. No catalyst specified. The product is [ClH:18].[NH2:9][C@@H:4]([CH2:5][CH2:6][S:7][CH3:8])[C:3]([NH:2][OH:1])=[O:17].[ClH:18].[OH:1][NH:2][C:3]([CH:4]([NH2:9])[CH2:5][CH2:6][S:7][CH3:8])=[O:17]. The yield is 0.800. (2) The reactants are [Cl:1][C:2]1[C:3]([N:8]2[CH2:13][CH2:12][N:11]([CH2:14][CH2:15][N:16]([CH3:26])[S:17]([C:20]3[CH:25]=[CH:24][CH:23]=[CH:22][CH:21]=3)(=[O:19])=[O:18])[CH2:10][CH2:9]2)=[N:4][CH:5]=[CH:6][N:7]=1.C(=O)([O-])[O-].[K+].[K+].[OH:33][CH2:34][C:35]1[CH:40]=[CH:39][C:38](B(O)O)=[CH:37][CH:36]=1.O. The catalyst is CN(C)C(=O)C.C1C=CC([P]([Pd]([P](C2C=CC=CC=2)(C2C=CC=CC=2)C2C=CC=CC=2)([P](C2C=CC=CC=2)(C2C=CC=CC=2)C2C=CC=CC=2)[P](C2C=CC=CC=2)(C2C=CC=CC=2)C2C=CC=CC=2)(C2C=CC=CC=2)C2C=CC=CC=2)=CC=1. The product is [ClH:1].[OH:33][CH2:34][C:35]1[CH:40]=[CH:39][C:38]([C:2]2[C:3]([N:8]3[CH2:13][CH2:12][N:11]([CH2:14][CH2:15][N:16]([CH3:26])[S:17]([C:20]4[CH:25]=[CH:24][CH:23]=[CH:22][CH:21]=4)(=[O:19])=[O:18])[CH2:10][CH2:9]3)=[N:4][CH:5]=[CH:6][N:7]=2)=[CH:37][CH:36]=1. The yield is 0.780. (3) The reactants are [F:1][C:2]([F:13])([F:12])[CH2:3][O:4][C:5]1[CH:6]=[C:7]([CH3:11])[CH:8]=[CH:9][CH:10]=1.BrN1C(=O)CCC1=O.N(C(C)(C)C#N)=NC(C)(C)C#N.[O:34]=[C:35]([C:42]1[CH:47]=[CH:46][C:45]([F:48])=[CH:44][CH:43]=1)[CH2:36][C:37]([O:39][CH2:40][CH3:41])=[O:38].[H-].[Na+].C(Br)(Br)Br. The catalyst is C(Cl)(Cl)(Cl)Cl.COCCOC.O. The product is [CH2:40]([O:39][C:37](=[O:38])[CH:36]([CH2:11][C:7]1[CH:8]=[CH:9][CH:10]=[C:5]([O:4][CH2:3][C:2]([F:12])([F:13])[F:1])[CH:6]=1)[C:35]([C:42]1[CH:43]=[CH:44][C:45]([F:48])=[CH:46][CH:47]=1)=[O:34])[CH3:41]. The yield is 0.310. (4) The reactants are C[O:2][C:3](=O)[CH2:4][O:5][C:6]1[CH:7]=[C:8]([CH:13]=[CH:14][CH:15]=1)[C:9]([O:11][CH3:12])=[O:10].O.[NH2:18][NH2:19].O. The catalyst is CO. The product is [NH:18]([C:3](=[O:2])[CH2:4][O:5][C:6]1[CH:7]=[C:8]([CH:13]=[CH:14][CH:15]=1)[C:9]([O:11][CH3:12])=[O:10])[NH2:19]. The yield is 0.800. (5) The reactants are [OH:1][CH2:2][C@@H:3]1[CH2:8][N:7]2[CH2:9][CH2:10][CH2:11][C@H:6]2[C:5](=[O:12])[NH:4]1.C(N(CC)CC)C.[Si:20](Cl)([C:23]([CH3:26])([CH3:25])[CH3:24])([CH3:22])[CH3:21]. The catalyst is CN(C)C=O.CN(C)C1C=CN=CC=1. The product is [CH3:24][C:23]([Si:20]([CH3:22])([CH3:21])[O:1][CH2:2][C@@H:3]1[CH2:8][N:7]2[CH2:9][CH2:10][CH2:11][C@H:6]2[C:5](=[O:12])[NH:4]1)([CH3:26])[CH3:25]. The yield is 0.660. (6) The reactants are C(OC([NH:8][C@H:9]([C:11]([NH:13][CH:14]1[N:20]=[C:19]([C:21]2[CH:26]=[CH:25][CH:24]=[CH:23][CH:22]=2)[C:18]2[CH:27]=[CH:28][CH:29]=[CH:30][C:17]=2[N:16]([CH2:31][CH2:32][CH2:33][C:34]([F:37])([F:36])[F:35])[C:15]1=[O:38])=[O:12])[CH3:10])=O)(C)(C)C.C(O)(C(F)(F)F)=O.C(Cl)Cl. No catalyst specified. The product is [NH2:8][C@H:9]([C:11]([NH:13][CH:14]1[N:20]=[C:19]([C:21]2[CH:26]=[CH:25][CH:24]=[CH:23][CH:22]=2)[C:18]2[CH:27]=[CH:28][CH:29]=[CH:30][C:17]=2[N:16]([CH2:31][CH2:32][CH2:33][C:34]([F:37])([F:35])[F:36])[C:15]1=[O:38])=[O:12])[CH3:10]. The yield is 0.680. (7) The reactants are [CH3:1][O:2][C:3]([C:5]1[S:6][C:7](Cl)=[C:8]([N+:10]([O-:12])=[O:11])[CH:9]=1)=[O:4].Cl.[CH2:15]([O:17][C:18](=[O:21])[CH2:19][NH2:20])[CH3:16].C(=O)([O-])[O-].[K+].[K+]. The catalyst is C(#N)C. The product is [CH2:15]([O:17][C:18](=[O:21])[CH2:19][NH:20][C:7]1[S:6][C:5]([C:3]([O:2][CH3:1])=[O:4])=[CH:9][C:8]=1[N+:10]([O-:12])=[O:11])[CH3:16]. The yield is 0.890. (8) The reactants are O.[ClH:2].[OH:3][C:4]([C:34]1[CH:39]=[CH:38][CH:37]=[CH:36][CH:35]=1)([C:28]1[CH:33]=[CH:32][CH:31]=[CH:30][CH:29]=1)[CH:5]1[CH2:10][CH2:9][N:8]([CH2:11][CH2:12][CH2:13][CH:14]([C:16]2[CH:21]=[CH:20][C:19]([C:22]([CH3:27])([CH3:26])[C:23]([OH:25])=[O:24])=[CH:18][CH:17]=2)[OH:15])[CH2:7][CH2:6]1.O. The catalyst is CC(C)=O. The product is [ClH:2].[OH:3][C:4]([C:34]1[CH:35]=[CH:36][CH:37]=[CH:38][CH:39]=1)([C:28]1[CH:29]=[CH:30][CH:31]=[CH:32][CH:33]=1)[CH:5]1[CH2:10][CH2:9][N:8]([CH2:11][CH2:12][CH2:13][CH:14]([C:16]2[CH:21]=[CH:20][C:19]([C:22]([CH3:27])([CH3:26])[C:23]([OH:25])=[O:24])=[CH:18][CH:17]=2)[OH:15])[CH2:7][CH2:6]1. The yield is 0.970. (9) The reactants are CS(O)(=O)=O.O[C@@H:7]1[CH2:12][C@H:11]([CH3:13])[S:10](=[O:15])(=[O:14])[C:9]2[S:16][C:17]([S:19]([NH2:22])(=[O:21])=[O:20])=[CH:18][C:8]1=2.[OH2:23].[OH-].[NH4+].[C:26](#[N:28])[CH3:27]. No catalyst specified. The product is [C:26]([NH:28][C@H:7]1[CH2:12][C@H:11]([CH3:13])[S:10](=[O:15])(=[O:14])[C:9]2[S:16][C:17]([S:19]([NH2:22])(=[O:21])=[O:20])=[CH:18][C:8]1=2)(=[O:23])[CH3:27]. The yield is 0.911.